Dataset: Retrosynthesis with 50K atom-mapped reactions and 10 reaction types from USPTO. Task: Predict the reactants needed to synthesize the given product. (1) Given the product O=C(Nc1c(Cl)ncnc1Nc1ccc(Cl)cc1)c1ccc(Cl)cc1Cl, predict the reactants needed to synthesize it. The reactants are: Nc1c(Cl)ncnc1Nc1ccc(Cl)cc1.O=C(Cl)c1ccc(Cl)cc1Cl. (2) The reactants are: CC(O)CN.C[C@@H](NC(=O)OC(C)(C)C)C(=O)O. Given the product CC(O)CNC(=O)[C@@H](C)NC(=O)OC(C)(C)C, predict the reactants needed to synthesize it. (3) Given the product O=C(c1ccccc1)c1ccc(C(=O)N2CCCc3ccoc3C2)cc1, predict the reactants needed to synthesize it. The reactants are: O=C(O)c1ccc(C(=O)c2ccccc2)cc1.c1cc2c(o1)CNCCC2. (4) Given the product CC(C)CN(C(=O)c1nc2ccccc2n1CCc1cccs1)[C@H]1C[C@@H](C(=O)N2CCOCC2)CN(C(=O)OC(C)(C)C)C1, predict the reactants needed to synthesize it. The reactants are: CC(C)CN(C(=O)c1nc2ccccc2[nH]1)[C@H]1C[C@@H](C(=O)N2CCOCC2)CN(C(=O)OC(C)(C)C)C1.CS(=O)(=O)OCCc1cccs1. (5) Given the product CC(C)(CN)CNC(=O)c1ccc(Nc2nc(NC3(c4ccc(Cl)cc4)CC3)nc(OCC(F)(F)F)n2)c(F)c1, predict the reactants needed to synthesize it. The reactants are: CC(C)(CNC(=O)OC(C)(C)C)CNC(=O)c1ccc(Nc2nc(NC3(c4ccc(Cl)cc4)CC3)nc(OCC(F)(F)F)n2)c(F)c1.